This data is from Plasma protein binding rate (PPBR) regression data from AstraZeneca. The task is: Regression/Classification. Given a drug SMILES string, predict its absorption, distribution, metabolism, or excretion properties. Task type varies by dataset: regression for continuous measurements (e.g., permeability, clearance, half-life) or binary classification for categorical outcomes (e.g., BBB penetration, CYP inhibition). For this dataset (ppbr_az), we predict Y. (1) The molecule is C[C@H](CO)Nc1nc(SCc2cccc(F)c2F)nc2[nH]c(=O)cnc12. The Y is 98.9 %. (2) The compound is C[C@@](C(=O)O[C@H]1C[N+]2(CC(=O)Nc3ccncn3)CCC1CC2)(c1ccccc1)N1CCCCC1. The Y is 87.1 %. (3) The compound is COc1cc(OC)c(S(=O)(=O)N2c3ccccc3Oc3ccccc32)cc1NC(=O)/C=C/C(=O)O. The Y is 97.6 %. (4) The compound is COCCOC(=O)C1=C(C)NC(C)=C(C(=O)OC(C)C)C1c1cccc([N+](=O)[O-])c1. The Y is 98.2 %.